From a dataset of KCNQ2 potassium channel screen with 302,405 compounds. Binary Classification. Given a drug SMILES string, predict its activity (active/inactive) in a high-throughput screening assay against a specified biological target. (1) The molecule is O1C(CCC1)C(=O)N1CCN(CC1)CC(=O)Nc1c(cc(cc1)C)C. The result is 0 (inactive). (2) The drug is S1C(CC(=O)N(c2c1cccc2)CC(=O)Nc1cc2OCOc2cc1)C. The result is 0 (inactive). (3) The result is 0 (inactive). The compound is S(c1n2c3c(cc(c2nn1)C)cc(cc3)CC)CC(=O)Nc1c(cc(OC)c(OC)c1)C(O)=O. (4) The molecule is FC(F)(F)C(/N)=C/C(=O)c1c(O)cc(OC)cc1. The result is 0 (inactive). (5) The drug is O=C(N1CCN(CC1)c1ccccc1)Cn1nc(nn1)c1oc(cc1)C. The result is 0 (inactive).